This data is from CYP2C19 inhibition data for predicting drug metabolism from PubChem BioAssay. The task is: Regression/Classification. Given a drug SMILES string, predict its absorption, distribution, metabolism, or excretion properties. Task type varies by dataset: regression for continuous measurements (e.g., permeability, clearance, half-life) or binary classification for categorical outcomes (e.g., BBB penetration, CYP inhibition). Dataset: cyp2c19_veith. (1) The drug is COc1ccc2cc([C@H](C)C(=O)O)ccc2c1. The result is 0 (non-inhibitor). (2) The compound is CN(C)c1ncnc2ccc(-c3ccccc3C(F)(F)F)cc12. The result is 1 (inhibitor).